Dataset: NCI-60 drug combinations with 297,098 pairs across 59 cell lines. Task: Regression. Given two drug SMILES strings and cell line genomic features, predict the synergy score measuring deviation from expected non-interaction effect. (1) Drug 1: CN(CC1=CN=C2C(=N1)C(=NC(=N2)N)N)C3=CC=C(C=C3)C(=O)NC(CCC(=O)O)C(=O)O. Drug 2: C1C(C(OC1N2C=NC(=NC2=O)N)CO)O. Cell line: SR. Synergy scores: CSS=73.2, Synergy_ZIP=2.71, Synergy_Bliss=2.70, Synergy_Loewe=-3.05, Synergy_HSA=2.61. (2) Drug 1: CN1C(=O)N2C=NC(=C2N=N1)C(=O)N. Drug 2: CN1C2=C(C=C(C=C2)N(CCCl)CCCl)N=C1CCCC(=O)O.Cl. Cell line: IGROV1. Synergy scores: CSS=0.867, Synergy_ZIP=-0.188, Synergy_Bliss=1.24, Synergy_Loewe=0.310, Synergy_HSA=0.268. (3) Drug 1: CC12CCC(CC1=CCC3C2CCC4(C3CC=C4C5=CN=CC=C5)C)O. Drug 2: CC1CCCC2(C(O2)CC(NC(=O)CC(C(C(=O)C(C1O)C)(C)C)O)C(=CC3=CSC(=N3)C)C)C. Cell line: NCI-H226. Synergy scores: CSS=7.42, Synergy_ZIP=3.12, Synergy_Bliss=4.96, Synergy_Loewe=1.48, Synergy_HSA=3.36. (4) Drug 2: C1C(C(OC1N2C=NC3=C2NC=NCC3O)CO)O. Synergy scores: CSS=6.50, Synergy_ZIP=-0.512, Synergy_Bliss=0.391, Synergy_Loewe=0.899, Synergy_HSA=-0.430. Drug 1: CN1C2=C(C=C(C=C2)N(CCCl)CCCl)N=C1CCCC(=O)O.Cl. Cell line: OVCAR-8. (5) Drug 1: C1=CC(=CC=C1CC(C(=O)O)N)N(CCCl)CCCl.Cl. Drug 2: CC(C1=C(C=CC(=C1Cl)F)Cl)OC2=C(N=CC(=C2)C3=CN(N=C3)C4CCNCC4)N. Cell line: SK-OV-3. Synergy scores: CSS=3.46, Synergy_ZIP=-3.56, Synergy_Bliss=-3.28, Synergy_Loewe=-5.19, Synergy_HSA=-4.64.